This data is from TCR-epitope binding with 47,182 pairs between 192 epitopes and 23,139 TCRs. The task is: Binary Classification. Given a T-cell receptor sequence (or CDR3 region) and an epitope sequence, predict whether binding occurs between them. (1) The epitope is LLALHRSYL. The TCR CDR3 sequence is CASSLYERYTQYF. Result: 1 (the TCR binds to the epitope). (2) The epitope is EEHVQIHTI. Result: 0 (the TCR does not bind to the epitope). The TCR CDR3 sequence is CASSEITTARNQYEQYF. (3) The epitope is ALSKGVHFV. Result: 0 (the TCR does not bind to the epitope). The TCR CDR3 sequence is CSVDYTAGTGGTEAFF. (4) The epitope is NLVPMVATV. The TCR CDR3 sequence is CASSQGQGLNGYTF. Result: 1 (the TCR binds to the epitope). (5) The epitope is YYRRATRRIR. The TCR CDR3 sequence is CASSLDVWADSEDTQYF. Result: 0 (the TCR does not bind to the epitope). (6) The epitope is IVTDFSVIK. The TCR CDR3 sequence is CSARDPPSDVGTQYF. Result: 1 (the TCR binds to the epitope). (7) The epitope is FSKQLQQSM. The TCR CDR3 sequence is CASSPSPTDRAYGYTF. Result: 1 (the TCR binds to the epitope). (8) The epitope is RILGAGCFV. The TCR CDR3 sequence is CASSPRGDGWEQYF. Result: 0 (the TCR does not bind to the epitope). (9) The epitope is SLYNTVATL. The TCR CDR3 sequence is CASSFSSGTTDTQYF. Result: 0 (the TCR does not bind to the epitope). (10) The epitope is KAYNVTQAF. The TCR CDR3 sequence is CASSPGQGVTPLHF. Result: 0 (the TCR does not bind to the epitope).